Dataset: Experimentally validated miRNA-target interactions with 360,000+ pairs, plus equal number of negative samples. Task: Binary Classification. Given a miRNA mature sequence and a target amino acid sequence, predict their likelihood of interaction. (1) The miRNA is hsa-miR-128-3p with sequence UCACAGUGAACCGGUCUCUUU. The protein sequence of the target gene is MFTLLVLLSQLPTVTLGFPHCARGPKASKHAGEEVFTSKEEANFFIHRRLLYNRFDLELFTPGNLERECNEELCNYEEAREIFVDEDKTIAFWQEYSAKGPTTKSDGNREKIDVMGLLTGLIAAGVFLVIFGLLGYYLCITKCNRLQHPCSSAVYERGRHTPSIIFRRPEEAALSPLPPSVEDAGLPSYEQAVALTRKHSVSPPPPYPGHTKGFRVFKKSMSLPSH. Result: 1 (interaction). (2) The miRNA is hsa-miR-4303 with sequence UUCUGAGCUGAGGACAG. The protein sequence of the target gene is MLEAPGPSDGCELSNPSASRVSCAGQMLEVQPGLYFGGAAAVAEPDHLREAGITAVLTVDSEEPSFKAGPGVEDLWRLFVPALDKPETDLLSHLDRCVAFIGQARAEGRAVLVHCHAGVSRSVAIITAFLMKTDQLPFEKAYEKLQILKPEAKMNEGFEWQLKLYQAMGYEVDTSSAIYKQYRLQKVTEKYPELQNLPQELFAVDPTTVSQGLKDEVLYKCRKCRRSLFRSSSILDHREGSGPIAFAHKRMTPSSMLTTGRQAQCTSYFIEPVQWMESALLGVMDGQLLCPKCSAKLGSF.... Result: 0 (no interaction). (3) Result: 1 (interaction). The miRNA is mmu-miR-298-5p with sequence GGCAGAGGAGGGCUGUUCUUCCC. The protein sequence of the target gene is MRRFVYCKVVLATSLMWVLVDVFLLLYFSECNKCDDKKERSLLPALRAVISRNQEGPGEMGKAVLIPKDDQEKMKELFKINQFNLMASDLIALNRSLPDVRLEGCKTKVYPDELPNTSVVIVFHNEAWSTLLRTVYSVINRSPHYLLSEVILVDDASERDFLKLTLENYVKTLEVPVKIIRMEERSGLIRARLRGAAASKGQVITFLDAHCECTLGWLEPLLARIKEDRKTVVCPIIDVISDDTFEYMAGSDMTYGGFNWKLNFRWYPVPQREMDRRKGDRTLPVRTPTMAGGLFSIDRN.... (4) The miRNA is hsa-miR-6736-5p with sequence CUGGGUGAGGGCAUCUGUGGU. The protein sequence of the target gene is MNTMYVMMAQILRSHLIKATVIPNRVKMLPYFGIIRNRMMSTHKSKKKIREYYRLLNVEEGCSADEVRESFHKLAKQYHPDSGSNTADSATFIRIEKAYRKVLSHVIEQTNASQSKGEEEEDVEKFKYKTPQHRHYLSFEGIGFGTPTQREKHYRQFRADRAAEQVMEYQKQKLQSQYFPDSVIVKNIRQSKQQKITQAIERLVEDLIQESMAKGDFDNLSGKGKPLKKFSDCSYIDPMTHNLNRILIDNGYQPEWILKQKEISDTIEQLREAILVSRKKLGNPMTPTEKKQWNHVCEQF.... Result: 0 (no interaction). (5) The miRNA is hsa-miR-24-2-5p with sequence UGCCUACUGAGCUGAAACACAG. The protein sequence of the target gene is MPQLSGGGGGGGGDPELCATDEMIPFKDEGDPQKEKIFAEISHPEEEGDLADIKSSLVNESEIIPASNGHEVARQAQTSQEPYHDKAREHPDDGKHPDGGLYNKGPSYSSYSGYIMMPNMNNDPYMSNGSLSPPIPRTSNKVPVVQPSHAVHPLTPLITYSDEHFSPGSHPSHIPSDVNSKQGMSRHPPAPDIPTFYPLSPGGVGQITPPLGWQGQPVYPITGGFRQPYPSSLSVDTSMSRFSHHMIPGPPGPHTTGIPHPAIVTPQVKQEHPHTDSDLMHVKPQHEQRKEQEPKRPHIK.... Result: 0 (no interaction). (6) The miRNA is hsa-miR-649 with sequence AAACCUGUGUUGUUCAAGAGUC. The protein sequence of the target gene is MLLWASLLAFAPVCGQSAAAHKPVISVHPPWTTFFKGERVTLTCNGFQFYATEKTTWYHRHYWGEKLTLTPGNTLEVRESGLYRCQARGSPRSNPVRLLFSSDSLILQAPYSVFEGDTLVLRCHRRRKEKLTAVKYTWNGNILSISNKSWDLLIPQASSNNNGNYRCIGYGDENDVFRSNFKIIKIQELFPHPELKATDSQPTEGNSVNLSCETQLPPERSDTPLHFNFFRDGEVILSDWSTYPELQLPTVWRENSGSYWCGAETVRGNIHKHSPSLQIHVQRIPVSGVLLETQPSGGQA.... Result: 0 (no interaction). (7) The miRNA is hsa-miR-3688-5p with sequence AGUGGCAAAGUCUUUCCAUAU. The protein sequence of the target gene is MPVKGGTKCIKYLLFGFNFIFWLAGIAVLAIGLWLRFDSQTKSIFEQETNNNNSSFYTGVYILIGAGALMMLVGFLGCCGAVQESQCMLGLFFGFLLVIFAIEIAAAIWGYSHKDEVIKEVQEFYKDTYNKLKTKDEPQRETLKAIHYALNCCGLAGGVEQFISDICPKKDVLETFTVKSCPDAIKEVFDNKFHIIGAVGIGIAVVMIFGMIFSMILCCAIRRNREMV. Result: 1 (interaction).